From a dataset of Reaction yield outcomes from USPTO patents with 853,638 reactions. Predict the reaction yield, written as a fraction of the theoretical maximum amount of product (1.0 means a 100% yield; for example, 0.34 means a 34% yield). The reactants are [Si:1]([O:8][CH2:9][C@H:10]1[CH2:14][CH2:13][C@H:12]([OH:15])[CH2:11]1)([C:4]([CH3:7])([CH3:6])[CH3:5])([CH3:3])[CH3:2].[H-].[Na+].Cl[C:19]1[N:27]=[CH:26][N:25]=[C:24]2[C:20]=1[N:21]=[C:22]([C:34]1[C:43]3[C:38](=[CH:39][CH:40]=[CH:41][CH:42]=3)[CH:37]=[CH:36][CH:35]=1)[N:23]2[CH:28]1[CH2:33][CH2:32][CH2:31][CH2:30][O:29]1. The catalyst is CN(C=O)C. The product is [Si:1]([O:8][CH2:9][C@H:10]1[CH2:14][CH2:13][C@H:12]([O:15][C:19]2[N:27]=[CH:26][N:25]=[C:24]3[C:20]=2[N:21]=[C:22]([C:34]2[C:43]4[C:38](=[CH:39][CH:40]=[CH:41][CH:42]=4)[CH:37]=[CH:36][CH:35]=2)[N:23]3[CH:28]2[CH2:33][CH2:32][CH2:31][CH2:30][O:29]2)[CH2:11]1)([C:4]([CH3:7])([CH3:6])[CH3:5])([CH3:3])[CH3:2]. The yield is 0.700.